Dataset: Full USPTO retrosynthesis dataset with 1.9M reactions from patents (1976-2016). Task: Predict the reactants needed to synthesize the given product. Given the product [Cl:16][C:10]1[CH:9]=[C:8]([C:6]2[N:7]=[C:2]([N:30]3[C:31]4[C:27](=[CH:26][C:25]([CH2:24][C:23]([O:22][CH2:20][CH3:21])=[O:34])=[CH:33][CH:32]=4)[CH:28]=[N:29]3)[C:3]3[CH2:19][CH2:18][CH2:17][C:4]=3[N:5]=2)[CH:13]=[CH:12][C:11]=1[O:14][CH3:15], predict the reactants needed to synthesize it. The reactants are: Cl[C:2]1[C:3]2[CH2:19][CH2:18][CH2:17][C:4]=2[N:5]=[C:6]([C:8]2[CH:13]=[CH:12][C:11]([O:14][CH3:15])=[C:10]([Cl:16])[CH:9]=2)[N:7]=1.[CH2:20]([O:22][C:23](=[O:34])[CH2:24][C:25]1[CH:26]=[C:27]2[C:31](=[CH:32][CH:33]=1)[NH:30][N:29]=[CH:28]2)[CH3:21].C(=O)([O-])[O-].[Cs+].[Cs+].C1C=CC(P(C2C(C3C(P(C4C=CC=CC=4)C4C=CC=CC=4)=CC=C4C=3C=CC=C4)=C3C(C=CC=C3)=CC=2)C2C=CC=CC=2)=CC=1.